From a dataset of Full USPTO retrosynthesis dataset with 1.9M reactions from patents (1976-2016). Predict the reactants needed to synthesize the given product. (1) Given the product [CH3:19][O:20][C:21]1[CH:22]=[C:23]([C:2]2[CH:3]=[C:4]([C:8]3([CH3:18])[NH:13][C:12](=[O:14])[CH2:11][N:10]4[N:15]=[CH:16][CH:17]=[C:9]34)[CH:5]=[CH:6][CH:7]=2)[CH:24]=[N:25][CH:26]=1, predict the reactants needed to synthesize it. The reactants are: Cl[C:2]1[CH:3]=[C:4]([C:8]2([CH3:18])[NH:13][C:12](=[O:14])[CH2:11][N:10]3[N:15]=[CH:16][CH:17]=[C:9]23)[CH:5]=[CH:6][CH:7]=1.[CH3:19][O:20][C:21]1[CH:22]=[C:23](B(O)O)[CH:24]=[N:25][CH:26]=1.P([O-])([O-])([O-])=O.[K+].[K+].[K+]. (2) Given the product [ClH:23].[O:1]([C:8]1[N:13]=[N:12][C:11]([O:14][CH:15]2[CH:20]3[CH2:19][CH2:18][N:17]([CH2:22][CH2:21]3)[CH2:16]2)=[CH:10][CH:9]=1)[C:2]1[CH:3]=[CH:4][CH:5]=[CH:6][CH:7]=1, predict the reactants needed to synthesize it. The reactants are: [O:1]([C:8]1[N:13]=[N:12][C:11]([O:14][CH:15]2[CH:20]3[CH2:21][CH2:22][N:17]([CH2:18][CH2:19]3)[CH2:16]2)=[CH:10][CH:9]=1)[C:2]1[CH:7]=[CH:6][CH:5]=[CH:4][CH:3]=1.[ClH:23].O1CCOCC1. (3) Given the product [Br:1][C:2]([CH3:23])([CH3:22])[C:3]([O:5][C:6]1[CH:7]=[C:8]([CH:12]=[C:13]([O:15][C:16](=[O:21])[C:17]([Br:20])([CH3:19])[CH3:18])[CH:14]=1)[C:9]([Cl:26])=[O:10])=[O:4], predict the reactants needed to synthesize it. The reactants are: [Br:1][C:2]([CH3:23])([CH3:22])[C:3]([O:5][C:6]1[CH:7]=[C:8]([CH:12]=[C:13]([O:15][C:16](=[O:21])[C:17]([Br:20])([CH3:19])[CH3:18])[CH:14]=1)[C:9](O)=[O:10])=[O:4].S(Cl)([Cl:26])=O. (4) Given the product [CH3:34][N:11]1[CH:12]=[CH:13][N:14]=[C:10]1[C:8]1[NH:9][C:27]([CH3:29])=[C:26]([C:25]([O:31][CH2:32][CH3:33])=[O:30])[CH:6]([C:17]2[CH:20]=[CH:21][C:22]([F:24])=[CH:23][C:16]=2[Cl:15])[N:7]=1, predict the reactants needed to synthesize it. The reactants are: CS(O)(=O)=O.[CH3:6][NH:7][C:8]([C:10]1[NH:11][CH:12]=[CH:13][N:14]=1)=[NH:9].[Cl:15][C:16]1[CH:23]=[C:22]([F:24])[CH:21]=[CH:20][C:17]=1C=O.[C:25]([O:31][CH2:32][CH3:33])(=[O:30])[CH2:26][C:27]([CH3:29])=O.[C:34]([O-])(=O)C.[Na+]. (5) Given the product [CH2:8]([NH:10][C:11]([N:23]1[C:24]([CH3:26])=[CH:25][C:21]([O:20][C:17]2[CH:18]=[CH:19][C:14]([Cl:13])=[CH:15][C:16]=2[C:27]([F:30])([F:28])[F:29])=[N:22]1)=[O:12])[CH3:9], predict the reactants needed to synthesize it. The reactants are: C(N(CC)CC)C.[CH2:8]([N:10]=[C:11]=[O:12])[CH3:9].[Cl:13][C:14]1[CH:19]=[CH:18][C:17]([O:20][C:21]2[CH:25]=[C:24]([CH3:26])[NH:23][N:22]=2)=[C:16]([C:27]([F:30])([F:29])[F:28])[CH:15]=1.Cl. (6) Given the product [ClH:29].[C:1]([NH:5][C:6](=[O:23])[C:7]1[CH:8]=[CH:9][C:10]([C:13]2[C:14]3[N:15]([CH:19]=[N:20][CH:21]=3)[CH2:16][CH2:17][CH:18]=2)=[CH:11][CH:12]=1)([CH3:4])([CH3:2])[CH3:3], predict the reactants needed to synthesize it. The reactants are: [C:1]([NH:5][C:6](=[O:23])[C:7]1[CH:12]=[CH:11][C:10]([C:13]2(O)[CH2:18][CH2:17][CH2:16][N:15]3[CH:19]=[N:20][CH:21]=[C:14]23)=[CH:9][CH:8]=1)([CH3:4])([CH3:3])[CH3:2].C(=O)(O)[O-].[Na+].[ClH:29].